Predict which catalyst facilitates the given reaction. From a dataset of Catalyst prediction with 721,799 reactions and 888 catalyst types from USPTO. (1) Reactant: N1CCCCC1.[CH3:7][O:8][C:9](=[O:35])[C:10]1[CH:15]=[CH:14][CH:13]=[C:12]([CH2:16][NH:17]C(OCC2C3C=CC=CC=3C3C2=CC=CC=3)=O)[CH:11]=1.O.Cl. Product: [CH3:7][O:8][C:9](=[O:35])[C:10]1[CH:15]=[CH:14][CH:13]=[C:12]([CH2:16][NH2:17])[CH:11]=1. The catalyst class is: 3. (2) Reactant: [CH3:1][C:2]1([CH3:9])[O:6][CH:5]([CH2:7][OH:8])[CH2:4][O:3]1.[C:10](OC(=O)C)(=[O:12])[CH3:11]. Product: [C:10]([O:8][CH2:7][CH:5]1[CH2:4][O:3][C:2]([CH3:9])([CH3:1])[O:6]1)(=[O:12])[CH3:11]. The catalyst class is: 166.